Dataset: NCI-60 drug combinations with 297,098 pairs across 59 cell lines. Task: Regression. Given two drug SMILES strings and cell line genomic features, predict the synergy score measuring deviation from expected non-interaction effect. (1) Drug 1: COC1=CC(=CC(=C1O)OC)C2C3C(COC3=O)C(C4=CC5=C(C=C24)OCO5)OC6C(C(C7C(O6)COC(O7)C8=CC=CS8)O)O. Drug 2: C1C(C(OC1N2C=NC3=C2NC=NCC3O)CO)O. Cell line: HCC-2998. Synergy scores: CSS=24.8, Synergy_ZIP=0.991, Synergy_Bliss=2.53, Synergy_Loewe=-39.3, Synergy_HSA=2.53. (2) Drug 1: C1=CC(=CC=C1CCCC(=O)O)N(CCCl)CCCl. Drug 2: CNC(=O)C1=NC=CC(=C1)OC2=CC=C(C=C2)NC(=O)NC3=CC(=C(C=C3)Cl)C(F)(F)F. Cell line: A498. Synergy scores: CSS=33.1, Synergy_ZIP=-11.0, Synergy_Bliss=-7.87, Synergy_Loewe=-7.13, Synergy_HSA=-6.16. (3) Drug 1: CC1=C2C(C(=O)C3(C(CC4C(C3C(C(C2(C)C)(CC1OC(=O)C(C(C5=CC=CC=C5)NC(=O)OC(C)(C)C)O)O)OC(=O)C6=CC=CC=C6)(CO4)OC(=O)C)OC)C)OC. Drug 2: CC=C1C(=O)NC(C(=O)OC2CC(=O)NC(C(=O)NC(CSSCCC=C2)C(=O)N1)C(C)C)C(C)C. Cell line: NCI/ADR-RES. Synergy scores: CSS=12.9, Synergy_ZIP=-1.98, Synergy_Bliss=4.65, Synergy_Loewe=5.31, Synergy_HSA=4.74. (4) Drug 1: C1=CC(=CC=C1CCCC(=O)O)N(CCCl)CCCl. Drug 2: C1C(C(OC1N2C=NC3=C(N=C(N=C32)Cl)N)CO)O. Cell line: EKVX. Synergy scores: CSS=-6.28, Synergy_ZIP=-1.97, Synergy_Bliss=-10.8, Synergy_Loewe=-14.2, Synergy_HSA=-13.9.